From a dataset of B-cell epitopes from PDB crystal structures with 447 antigens. Token-level Classification. Given an antigen amino acid sequence, predict which amino acid positions are active epitope sites capable of antibody binding. Output is a list of indices for active positions. (1) Given the antigen sequence: NTVAAYNLTWKSTNFKTILEWEPKPVNQVYTVQISTKSGDWKSKCFYTTDTECDLTDEIVKDVKQTYLARVFSYPAGNVEPLYENSPEFTPYLETNLGQPTIQSFEQVGTKVNVTVEDERTLVRRNNTFLSLRDVFGKDLIYTLYYWKSSSSGKKTAKTNTNEFLIDVDKGENYCFSVQAVIPSRTVNRKSTDSPVECMG, which amino acid positions are active epitope sites? The epitope positions are: [140, 142, 144, 152, 153, 154, 155, 156, 157, 158, 159, 178, 180, 182, 185, 186, 187, 188, 189, 191... (21 total positions)]. The amino acids at these positions are: ITYGKKTAKTNQVPTVNRKTD. (2) The epitope positions are: [18, 21, 22, 23, 25, 26, 27, 29, 30, 32, 33, 34, 37, 44, 47, 54, 58, 61, 184, 185... (21 total positions)]. The amino acids at these positions are: EQHLQLTWGKQLRMDTHIIKQ. Given the antigen sequence: MQLLSGIVQQQNNLLRAIEAQQHLLQLTVWGIKQLQARILATTWMEWDREINNYTSLIHSLIEESQNQQEKNEQELLEGQLLSGIVQQQNNLLRAIEAQQHLLQLTVWGIKQLQARITWMEWDREINNYTSLIHSLIEESQNQQEKNEQELLEGQLLSGIVQQQNNLLRAIEAQQHLLQLTVWGIKQLQARIL, which amino acid positions are active epitope sites? (3) The epitope positions are: [88, 91, 96, 98, 100, 236, 277, 279, 280, 281, 290, 292, 293, 294, 295]. The amino acids at these positions are: CLVTAPRKQIKMYAP. Given the antigen sequence: TEKLWVTVYYGVPVWKEATTTLFCASDAKAYDTEVHNVWATHACVPTDPNPQEVVLVNVTENFNMWKNDMVEQMHEDIISLWDQSLKPCVKLTGGSVITQACPKVSFEPIPIHYCAPAGFAILKCNNKTFNGTGPCTNVSTVQCTHGIRPVVSSQLLLNGSLAEEEVVIRSVNFTDNAKTIIVQLNTSVEINCTGAGHCNIARAKWNNTLKQIASKLREQFGNNKTIIFKQSSGGDPEIVTHWFNCGGEFFYCNSTQLFNSTWFNSTEGSDTITLPCRIKQIINMWQKVGKAMYAPPISGQIRCSSNITGLLLTRDGGNSNNESEIFRPGGGDMRDNWRSELYKYKVVKIEPLGVAPTKA, which amino acid positions are active epitope sites? (4) Given the antigen sequence: GAVVGGLGGYMLGSAMSRPMIHFGNDWEDRYYRENMYRYPNQVYYRPVDQYSNQNNFVHDCVNITIKQHTVTTTTKGENFTETDVKMMERVVEQMCVTQYQKESQAYYDG, which amino acid positions are active epitope sites? The epitope positions are: [19, 21, 22, 23, 24, 25, 26, 27, 28, 85, 89, 93]. The amino acids at these positions are: MHFGNDWEDKRQ. (5) Given the antigen sequence: GLFGAIAGFIEGGWQGMVDGWYGYHHSNDQGSGYAADKESTQKAFDGITNKVNSVIEKMNTEAVGKEFSNLERRLENLNKKMEDGFLDVWTYNAELLVLMENERTLDFHDSNVKNLYDKVRMQLRDNVKELGNGCFEFYHKCDDECMNSVKNGTYDYPKYEEESKLNRNE, which amino acid positions are active epitope sites? The epitope positions are: [17, 18, 19, 20, 37, 38, 40, 41, 44, 45, 55]. The amino acids at these positions are: VDGWKETQFDI.